The task is: Predict the reactants needed to synthesize the given product.. This data is from Full USPTO retrosynthesis dataset with 1.9M reactions from patents (1976-2016). (1) The reactants are: C(O[C:4]([C:6]1[C:7]([OH:23])=[C:8]2[CH:16]=[CH:15][N:14]([C:17]3[CH:22]=[CH:21][CH:20]=[CH:19][CH:18]=3)[C:9]2=[C:10]([C:12]#[N:13])[N:11]=1)=[O:5])C.[NH2:24][CH2:25][C:26]([OH:28])=[O:27].C[O-].[Na+].CO. Given the product [C:12]([C:10]1[N:11]=[C:6]([C:4]([NH:24][CH2:25][C:26]([OH:28])=[O:27])=[O:5])[C:7]([OH:23])=[C:8]2[CH:16]=[CH:15][N:14]([C:17]3[CH:18]=[CH:19][CH:20]=[CH:21][CH:22]=3)[C:9]=12)#[N:13], predict the reactants needed to synthesize it. (2) Given the product [C:21]([O:20][C:18]([N:15]1[CH2:16][CH2:17][CH:12]([O:11][C:5]2[CH:6]=[C:7]([F:10])[CH:8]=[CH:9][C:4]=2[C:3]([OH:25])=[O:2])[CH2:13][CH2:14]1)=[O:19])([CH3:24])([CH3:22])[CH3:23], predict the reactants needed to synthesize it. The reactants are: C[O:2][C:3](=[O:25])[C:4]1[CH:9]=[CH:8][C:7]([F:10])=[CH:6][C:5]=1[O:11][CH:12]1[CH2:17][CH2:16][N:15]([C:18]([O:20][C:21]([CH3:24])([CH3:23])[CH3:22])=[O:19])[CH2:14][CH2:13]1.[Li+].[OH-].CO.C1COCC1. (3) Given the product [CH3:1][Se:2][C:3]1[C:4]([NH2:52])=[N:5][C:6](=[O:47])[N:7]([CH:46]=1)[C@@H:8]1[O:38][C@H:12]([CH2:13][O:14][C:15]([C:26]2[CH:27]=[CH:28][CH:29]=[CH:30][CH:31]=2)([C:32]2[CH:33]=[CH:34][CH:35]=[CH:36][CH:37]=2)[C:16]2[CH:21]=[CH:20][C:19]([O:22][CH3:23])([O:24][CH3:25])[CH2:18][CH:17]=2)[C@@:10]([Si:39]([C:42]([CH3:43])([CH3:45])[CH3:44])([CH3:40])[CH3:41])([OH:11])[CH2:9]1, predict the reactants needed to synthesize it. The reactants are: [CH3:1][Se:2][C:3]1[C:4](=O)[NH:5][C:6](=[O:47])[N:7]([CH:46]=1)[C@@H:8]1[O:38][C@H:12]([CH2:13][O:14][C:15]([C:32]2[CH:37]=[CH:36][CH:35]=[CH:34][CH:33]=2)([C:26]2[CH:31]=[CH:30][CH:29]=[CH:28][CH:27]=2)[C:16]2[CH:21]=[CH:20][C:19]([O:24][CH3:25])([O:22][CH3:23])[CH2:18][CH:17]=2)[C@@:10]([Si:39]([C:42]([CH3:45])([CH3:44])[CH3:43])([CH3:41])[CH3:40])([OH:11])[CH2:9]1.C([N:52](C(C)C)CC)(C)C.C(C1C=CC(S(Cl)(=O)=O)=C(C(C)C)C=1C(C)C)(C)C.[OH-].[NH4+]. (4) Given the product [CH3:3][C@@H:4]1[CH2:9][N:8]([C:10]2[O:11][C:12]3[C:17]([C:18](=[O:20])[CH:19]=2)=[CH:16][C:15]([C:21]([OH:23])=[O:22])=[CH:14][C:13]=3[CH:25]2[CH2:29][CH2:28][CH2:27][N:26]2[C:30]2[CH:35]=[CH:34][CH:33]=[CH:32][CH:31]=2)[CH2:7][CH2:6][O:5]1, predict the reactants needed to synthesize it. The reactants are: [OH-].[Na+].[CH3:3][C@@H:4]1[CH2:9][N:8]([C:10]2[O:11][C:12]3[C:17]([C:18](=[O:20])[CH:19]=2)=[CH:16][C:15]([C:21]([O:23]C)=[O:22])=[CH:14][C:13]=3[CH:25]2[CH2:29][CH2:28][CH2:27][N:26]2[C:30]2[CH:35]=[CH:34][CH:33]=[CH:32][CH:31]=2)[CH2:7][CH2:6][O:5]1.O.